From a dataset of Forward reaction prediction with 1.9M reactions from USPTO patents (1976-2016). Predict the product of the given reaction. (1) Given the reactants [N:1]12[CH2:8][CH2:7][CH:4]([CH2:5][CH2:6]1)[C@@H:3]([O:9][C:10]1[N:15]=[CH:14][C:13]([C:16]3[CH:17]=[CH:18][C:19]4[O:23][C:22](=[O:24])[NH:21][C:20]=4[CH:25]=3)=[CH:12][N:11]=1)[CH2:2]2.[ClH:26], predict the reaction product. The product is: [ClH:26].[ClH:26].[N:1]12[CH2:8][CH2:7][CH:4]([CH2:5][CH2:6]1)[C@@H:3]([O:9][C:10]1[N:11]=[CH:12][C:13]([C:16]3[CH:17]=[CH:18][C:19]4[O:23][C:22](=[O:24])[NH:21][C:20]=4[CH:25]=3)=[CH:14][N:15]=1)[CH2:2]2. (2) Given the reactants [Cl:1][C:2]1[CH:7]=[CH:6][C:5]([S:8]([N:11]([CH2:19][C:20]2[CH:28]=[CH:27][C:23]([C:24](O)=[O:25])=[CH:22][CH:21]=2)[CH2:12][C:13]2[CH:18]=[CH:17][CH:16]=[CH:15][N:14]=2)(=[O:10])=[O:9])=[CH:4][CH:3]=1.[Cl:29][C:30]1[CH:31]=[C:32]([S:36]([NH2:39])(=[O:38])=[O:37])[CH:33]=[CH:34][CH:35]=1, predict the reaction product. The product is: [Cl:29][C:30]1[CH:31]=[C:32]([S:36]([NH:39][C:24](=[O:25])[C:23]2[CH:27]=[CH:28][C:20]([CH2:19][N:11]([S:8]([C:5]3[CH:6]=[CH:7][C:2]([Cl:1])=[CH:3][CH:4]=3)(=[O:10])=[O:9])[CH2:12][C:13]3[CH:18]=[CH:17][CH:16]=[CH:15][N:14]=3)=[CH:21][CH:22]=2)(=[O:37])=[O:38])[CH:33]=[CH:34][CH:35]=1. (3) The product is: [Br:13][CH2:14][CH2:15][CH2:16][CH2:17][N:3]1[C:4]2[C:9](=[CH:8][CH:7]=[CH:6][CH:5]=2)[C:10]([CH3:19])=[CH:2]1. Given the reactants C[C:2]1[NH:3][C:4]2[C:9]([CH:10]=1)=[CH:8][CH:7]=[CH:6][CH:5]=2.[H-].[Na+].[Br:13][CH2:14][CH2:15][CH2:16][CH2:17]Br.[CH3:19]N1C(=O)N(C)CCC1, predict the reaction product. (4) Given the reactants C([O:4][C:5]1[CH:12]=[CH:11][C:8]([C:9]#[N:10])=[CH:7][CH:6]=1)(=O)C.[C:13](OC)(=[O:21])[C:14]1[C:15](=[CH:17][CH:18]=[CH:19][CH:20]=1)[SH:16].C(N(CC)CC)C, predict the reaction product. The product is: [OH:4][C:5]1[CH:6]=[CH:7][C:8]([C:9]2[S:16][C:15]3[CH:17]=[CH:18][CH:19]=[CH:20][C:14]=3[C:13](=[O:21])[N:10]=2)=[CH:11][CH:12]=1.